From a dataset of Forward reaction prediction with 1.9M reactions from USPTO patents (1976-2016). Predict the product of the given reaction. Given the reactants [S:1]1[C:5]2[CH:6]=[CH:7][C:8]([NH:10][C:11]3[C:20]4[C:15](=[CH:16][C:17]([O:22][CH3:23])=[C:18](I)[CH:19]=4)[N:14]=[CH:13][N:12]=3)=[CH:9][C:4]=2[N:3]=[CH:2]1.Cl[C:25]1[C:34]2[C:29](=CC(OC)=C(I)[CH:33]=2)N=CN=1.[S:38]1C2C=CC(N)=CC=2N=C1, predict the reaction product. The product is: [C:34]([S:38][C:18]1[CH:19]=[C:20]2[C:15](=[CH:16][C:17]=1[O:22][CH3:23])[N:14]=[CH:13][N:12]=[C:11]2[NH:10][C:8]1[CH:7]=[CH:6][C:5]2[S:1][CH:2]=[N:3][C:4]=2[CH:9]=1)([CH3:29])([CH3:25])[CH3:33].